Dataset: Catalyst prediction with 721,799 reactions and 888 catalyst types from USPTO. Task: Predict which catalyst facilitates the given reaction. (1) Reactant: [C:1]([C:6]1[CH:16]=[CH:15][C:9]([C:10]([O:12][CH2:13][CH3:14])=[O:11])=[CH:8][CH:7]=1)(=O)[CH2:2][CH2:3][CH3:4].[CH:17]1([C:20]2[CH:21]=[N:22][N:23]([C:25]3[N:30]=[CH:29][C:28]([NH2:31])=[CH:27][CH:26]=3)[CH:24]=2)[CH2:19][CH2:18]1.[B][B][B][B][B][B][B][B][B][B]. Product: [CH:17]1([C:20]2[CH:21]=[N:22][N:23]([C:25]3[N:30]=[CH:29][C:28]([NH:31][CH:1]([C:6]4[CH:16]=[CH:15][C:9]([C:10]([O:12][CH2:13][CH3:14])=[O:11])=[CH:8][CH:7]=4)[CH2:2][CH2:3][CH3:4])=[CH:27][CH:26]=3)[CH:24]=2)[CH2:19][CH2:18]1. The catalyst class is: 5. (2) Reactant: [OH:1][C:2]1[CH:3]=[C:4]([CH:9]=[CH:10][C:11]=1[O:12][CH3:13])[C:5]([O:7][CH3:8])=[O:6].C(=O)([O-])[O-].[K+].[K+].[CH2:20](I)[CH3:21]. Product: [CH2:20]([O:1][C:2]1[CH:3]=[C:4]([CH:9]=[CH:10][C:11]=1[O:12][CH3:13])[C:5]([O:7][CH3:8])=[O:6])[CH3:21]. The catalyst class is: 9.